Task: Predict the reaction yield, written as a fraction of the theoretical maximum amount of product (1.0 means a 100% yield; for example, 0.34 means a 34% yield).. Dataset: Reaction yield outcomes from USPTO patents with 853,638 reactions (1) The reactants are Br[CH:2]([C:14]1[CH:19]=[CH:18][CH:17]=[CH:16][CH:15]=1)[C:3]([O:5][C@H:6]([C:8]1[CH:13]=[CH:12][CH:11]=[CH:10][CH:9]=1)[CH3:7])=[O:4].C(N(CC)CC)C.[CH3:27][C:28]1([OH:34])[CH2:33][CH2:32][NH:31][CH2:30][CH2:29]1. The catalyst is C1COCC1.[I-].C([N+](CCCC)(CCCC)CCCC)CCC.C(OCC)(=O)C. The product is [OH:34][C:28]1([CH3:27])[CH2:33][CH2:32][N:31]([C@H:2]([C:14]2[CH:19]=[CH:18][CH:17]=[CH:16][CH:15]=2)[C:3]([O:5][C@H:6]([C:8]2[CH:13]=[CH:12][CH:11]=[CH:10][CH:9]=2)[CH3:7])=[O:4])[CH2:30][CH2:29]1. The yield is 0.600. (2) The reactants are O1CCCC1.[Cl:6][C:7]1[CH:8]=[CH:9][C:10]2[O:14][C:13]([C:15](O)=[O:16])=[CH:12][C:11]=2[CH:18]=1.B.O1CCCC1. The catalyst is CO. The product is [Cl:6][C:7]1[CH:8]=[CH:9][C:10]2[O:14][C:13]([CH2:15][OH:16])=[CH:12][C:11]=2[CH:18]=1. The yield is 0.470. (3) The reactants are [C:1]([O:5][C:6](=[O:9])[CH2:7][NH2:8])([CH3:4])([CH3:3])[CH3:2].[CH:10](=O)[CH:11]([CH3:13])[CH3:12]. The catalyst is C(Cl)Cl. The product is [C:1]([O:5][C:6](=[O:9])[CH2:7]/[N:8]=[CH:10]/[CH:11]([CH3:13])[CH3:12])([CH3:4])([CH3:3])[CH3:2]. The yield is 0.970. (4) The reactants are F[C:2]1[CH:15]=[CH:14][C:13]([F:16])=[CH:12][C:3]=1[C:4]([C:6]1[CH:11]=[CH:10][CH:9]=[CH:8][CH:7]=1)=O.[NH2:17][NH2:18]. The yield is 0.400. The product is [F:16][C:13]1[CH:12]=[C:3]2[C:2](=[CH:15][CH:14]=1)[NH:18][N:17]=[C:4]2[C:6]1[CH:11]=[CH:10][CH:9]=[CH:8][CH:7]=1. The catalyst is N1C=CC=CC=1. (5) The reactants are [NH:1]1[CH2:6][CH2:5][CH:4]([CH2:7][OH:8])[CH2:3][CH2:2]1.[C:9](O[C:9]([O:11][C:12]([CH3:15])([CH3:14])[CH3:13])=[O:10])([O:11][C:12]([CH3:15])([CH3:14])[CH3:13])=[O:10]. The catalyst is C(Cl)Cl. The yield is 0.980. The product is [OH:8][CH2:7][CH:4]1[CH2:5][CH2:6][N:1]([C:9]([O:11][C:12]([CH3:15])([CH3:14])[CH3:13])=[O:10])[CH2:2][CH2:3]1. (6) The reactants are [Cl:1][C:2]([O:5]C(=O)OC(Cl)(Cl)Cl)(Cl)Cl.[C:13]([O:17][C:18]([N:20]1[CH2:25][CH2:24][NH:23][C@H:22]([CH2:26][CH3:27])[CH2:21]1)=[O:19])([CH3:16])([CH3:15])[CH3:14].N1C=CC=CC=1. The catalyst is ClCCl. The product is [C:13]([O:17][C:18]([N:20]1[CH2:25][CH2:24][N:23]([C:2]([Cl:1])=[O:5])[C@H:22]([CH2:26][CH3:27])[CH2:21]1)=[O:19])([CH3:16])([CH3:15])[CH3:14]. The yield is 0.990. (7) The reactants are COCCO[CH2:6][O:7][CH2:8][CH2:9][C:10]1[S:11][CH:12]=[CH:13][CH:14]=1.[Cl-].[In+3].[Cl-].[Cl-]. The catalyst is C(#N)C. The product is [S:11]1[C:10]2[CH2:9][CH2:8][O:7][CH2:6][C:14]=2[CH:13]=[CH:12]1. The yield is 0.410. (8) The reactants are [F:1][C:2]([F:11])([F:10])[C:3]1[CH:8]=[CH:7][C:6]([OH:9])=[CH:5][CH:4]=1.C(=O)([O-])[O-].[K+].[K+].[CH2:18](Br)[CH:19]=[CH2:20]. The catalyst is CC#N. The product is [CH2:20]([O:9][C:6]1[CH:5]=[CH:4][C:3]([C:2]([F:10])([F:11])[F:1])=[CH:8][CH:7]=1)[CH:19]=[CH2:18]. The yield is 0.560. (9) The reactants are C(Cl)(Cl)[Cl:2].C1(P(C2C=CC=CC=2)C2C=CC=CC=2)C=CC=CC=1.[F:24][C:25]1[CH:30]=[CH:29][C:28]([NH:31][C:32]2[N:33]([CH3:54])[C:34]3[C:43]4[C:42](=[O:44])[NH:41][C:40]([CH:45](OC(=O)C)[CH:46]=[CH2:47])=[C:39]([CH3:52])[C:38]=4[CH:37]=[CH:36][C:35]=3[N:53]=2)=[C:27]([CH3:55])[CH:26]=1.[C:56]1([P:62]2(=[O:68])[CH2:67][CH2:66][NH:65][CH2:64][CH2:63]2)[CH:61]=[CH:60][CH:59]=[CH:58][CH:57]=1. The catalyst is CO.C1C=CC(/C=C/C(/C=C/C2C=CC=CC=2)=O)=CC=1.C1C=CC(/C=C/C(/C=C/C2C=CC=CC=2)=O)=CC=1.C1C=CC(/C=C/C(/C=C/C2C=CC=CC=2)=O)=CC=1.[Pd].[Pd].C(OCC)C.C1COCC1. The product is [ClH:2].[F:24][C:25]1[CH:30]=[CH:29][C:28]([NH:31][C:32]2[N:33]([CH3:54])[C:34]3[C:43]4[C:42](=[O:44])[NH:41][C:40]([CH:45]=[CH:46][CH2:47][N:65]5[CH2:64][CH2:63][P:62](=[O:68])([C:56]6[CH:61]=[CH:60][CH:59]=[CH:58][CH:57]=6)[CH2:67][CH2:66]5)=[C:39]([CH3:52])[C:38]=4[CH:37]=[CH:36][C:35]=3[N:53]=2)=[C:27]([CH3:55])[CH:26]=1. The yield is 0.520. (10) The reactants are [CH2:1]([O:3][C:4]1[C:9]([C:10]([F:13])([F:12])[F:11])=[CH:8][C:7]([N+:14]([O-])=O)=[CH:6][N:5]=1)[CH3:2].O.O.[Sn](Cl)Cl.C([O-])(O)=O.[Na+]. The catalyst is CC(=O)OCC. The product is [CH2:1]([O:3][C:4]1[N:5]=[CH:6][C:7]([NH2:14])=[CH:8][C:9]=1[C:10]([F:13])([F:11])[F:12])[CH3:2]. The yield is 0.611.